From a dataset of Forward reaction prediction with 1.9M reactions from USPTO patents (1976-2016). Predict the product of the given reaction. Given the reactants C[O:2][C:3]1[CH:4]=[C:5]2[C:10](=[CH:11][CH:12]=1)[CH:9]=[N:8][CH:7]=[C:6]2[CH2:13][CH2:14][CH2:15][C:16]([F:19])([F:18])[F:17].B(Br)(Br)Br.BrC1C=C2C(C=CN=C2)=CC=1O, predict the reaction product. The product is: [OH:2][C:3]1[CH:4]=[C:5]2[C:10](=[CH:11][CH:12]=1)[CH:9]=[N:8][CH:7]=[C:6]2[CH2:13][CH2:14][CH2:15][C:16]([F:19])([F:17])[F:18].